From a dataset of Rat liver microsome stability data. Regression/Classification. Given a drug SMILES string, predict its absorption, distribution, metabolism, or excretion properties. Task type varies by dataset: regression for continuous measurements (e.g., permeability, clearance, half-life) or binary classification for categorical outcomes (e.g., BBB penetration, CYP inhibition). Dataset: rlm. (1) The drug is CCc1nc(N)nc(N)c1-c1ccc2c(c1)N(CCC(=O)NC)C(=O)C(C)(c1cc(F)cc(F)c1)O2. The result is 1 (stable in rat liver microsomes). (2) The molecule is COC1CN(C(=O)c2c(NC(=O)c3ccccc3C(F)(F)F)sc3c2CCOC3)C1. The result is 0 (unstable in rat liver microsomes).